From a dataset of Catalyst prediction with 721,799 reactions and 888 catalyst types from USPTO. Predict which catalyst facilitates the given reaction. Reactant: CC(C)([O-])C.[K+].[C:7]([O:11][C:12](=[O:23])[NH:13][CH2:14][C:15]1[CH:20]=[CH:19][C:18]([CH:21]=O)=[CH:17][CH:16]=1)([CH3:10])([CH3:9])[CH3:8].[C:24]([O:27][CH2:28]C)(=[O:26])[CH3:25]. Product: [CH3:28][O:27][C:24](=[O:26])[CH:25]=[CH:21][C:18]1[CH:19]=[CH:20][C:15]([CH2:14][NH:13][C:12]([O:11][C:7]([CH3:10])([CH3:9])[CH3:8])=[O:23])=[CH:16][CH:17]=1. The catalyst class is: 3.